From a dataset of NCI-60 drug combinations with 297,098 pairs across 59 cell lines. Regression. Given two drug SMILES strings and cell line genomic features, predict the synergy score measuring deviation from expected non-interaction effect. Drug 1: CC1=CC2C(CCC3(C2CCC3(C(=O)C)OC(=O)C)C)C4(C1=CC(=O)CC4)C. Drug 2: CN(C)C1=NC(=NC(=N1)N(C)C)N(C)C. Cell line: MALME-3M. Synergy scores: CSS=-5.12, Synergy_ZIP=5.91, Synergy_Bliss=5.11, Synergy_Loewe=-1.88, Synergy_HSA=-1.52.